This data is from Forward reaction prediction with 1.9M reactions from USPTO patents (1976-2016). The task is: Predict the product of the given reaction. (1) Given the reactants FC(F)(F)C(O)=O.COC(=O)CC1CC2C(=CC(OCCCCNC(N)=N)=CC=2)NC1=O.C[O:34][C:35](=[O:64])[CH2:36][C:37]1[C:38](=[O:63])[N:39]([CH2:56][C:57]2[CH:62]=[CH:61][CH:60]=[CH:59][CH:58]=2)[C:40]2[C:45]([CH:46]=1)=[CH:44][CH:43]=[C:42]([O:47][CH2:48][CH2:49][CH2:50][CH2:51][NH:52][C:53]([NH2:55])=[NH:54])[CH:41]=2, predict the reaction product. The product is: [CH2:56]([N:39]1[C:40]2[C:45](=[CH:44][CH:43]=[C:42]([O:47][CH2:48][CH2:49][CH2:50][CH2:51][NH:52][C:53]([NH2:55])=[NH:54])[CH:41]=2)[CH:46]=[C:37]([CH2:36][C:35]([OH:64])=[O:34])[C:38]1=[O:63])[C:57]1[CH:62]=[CH:61][CH:60]=[CH:59][CH:58]=1. (2) Given the reactants CC([O-])=O.[Na+].[CH3:6][O:7][C:8]([C:10]1[CH:11]=[CH:12][C:13]2[C:18](=O)[CH2:17][S:16](=[O:21])(=[O:20])[N:15]([CH3:22])[C:14]=2[CH:23]=1)=[O:9].Cl.[NH2:25][OH:26], predict the reaction product. The product is: [CH3:6][O:7][C:8]([C:10]1[CH:11]=[CH:12][C:13]2[C:18](=[N:25][OH:26])[CH2:17][S:16](=[O:21])(=[O:20])[N:15]([CH3:22])[C:14]=2[CH:23]=1)=[O:9]. (3) The product is: [CH3:18][O:17][C:14]1[CH:15]=[C:16]2[C:11]([CH:10]=[CH:9][CH:8]=[C:7]2[CH:22]=[CH:21][N:23]2[C:24](=[O:33])[C:25]3[C:26](=[CH:29][CH:30]=[CH:31][CH:32]=3)[C:27]2=[O:28])=[CH:12][CH:13]=1. Given the reactants FC(F)(F)S(O[C:7]1[C:16]2[C:11](=[CH:12][CH:13]=[C:14]([O:17][CH3:18])[CH:15]=2)[CH:10]=[CH:9][CH:8]=1)(=O)=O.[CH:21]([N:23]1[C:27](=[O:28])[C:26]2=[CH:29][CH:30]=[CH:31][CH:32]=[C:25]2[C:24]1=[O:33])=[CH2:22].C(N(C(C)C)CC)(C)C.C1(C)C=CC=CC=1, predict the reaction product. (4) The product is: [O:27]1[C:23]2([CH2:28][CH2:29][CH:20]([CH:15]([NH:14][C:12]([C:3]3[C:2]([NH:1][C:31]([NH:30][C:33]4[C:34]([CH3:41])=[CH:35][C:36]([CH3:40])=[CH:37][C:38]=4[CH3:39])=[O:32])=[CH:11][C:10]4[C:5](=[CH:6][CH:7]=[CH:8][CH:9]=4)[CH:4]=3)=[O:13])[C:16]([O:18][CH3:19])=[O:17])[CH2:21][CH2:22]2)[O:24][CH2:25][CH2:26]1. Given the reactants [NH2:1][C:2]1[C:3]([C:12]([NH:14][CH:15]([CH:20]2[CH2:29][CH2:28][C:23]3([O:27][CH2:26][CH2:25][O:24]3)[CH2:22][CH2:21]2)[C:16]([O:18][CH3:19])=[O:17])=[O:13])=[CH:4][C:5]2[C:10]([CH:11]=1)=[CH:9][CH:8]=[CH:7][CH:6]=2.[N:30]([C:33]1[C:38]([CH3:39])=[CH:37][C:36]([CH3:40])=[CH:35][C:34]=1[CH3:41])=[C:31]=[O:32], predict the reaction product. (5) Given the reactants C([O-])([O-])=O.[K+].[K+].[Na+].[I-].Cl[CH2:10][CH2:11][CH2:12][CH2:13][CH2:14][CH2:15][C:16]([C:18]1[CH:23]=[CH:22][C:21]([F:24])=[CH:20][CH:19]=1)=[O:17].[CH3:25][CH:26]([CH3:42])[C:27]([NH:29][C:30]1[CH:35]=[CH:34][CH:33]=[C:32]([CH:36]2[CH2:41][CH2:40][NH:39][CH2:38][CH2:37]2)[CH:31]=1)=[O:28], predict the reaction product. The product is: [F:24][C:21]1[CH:22]=[CH:23][C:18]([C:16](=[O:17])[CH2:15][CH2:14][CH2:13][CH2:12][CH2:11][CH2:10][N:39]2[CH2:40][CH2:41][CH:36]([C:32]3[CH:31]=[C:30]([NH:29][C:27](=[O:28])[CH:26]([CH3:25])[CH3:42])[CH:35]=[CH:34][CH:33]=3)[CH2:37][CH2:38]2)=[CH:19][CH:20]=1. (6) Given the reactants [CH3:1][O:2][C:3]([C:5]1[S:6][CH:7]=[CH:8][C:9]=1[NH2:10])=[O:4].C(=O)([O-])[O-].[K+].[K+].[C:17](Cl)(=[O:26])[C:18]1[CH:23]=[CH:22][CH:21]=[C:20]([O:24][CH3:25])[CH:19]=1, predict the reaction product. The product is: [CH3:1][O:2][C:3]([C:5]1[S:6][CH:7]=[CH:8][C:9]=1[NH:10][C:17](=[O:26])[C:18]1[CH:23]=[CH:22][CH:21]=[C:20]([O:24][CH3:25])[CH:19]=1)=[O:4]. (7) Given the reactants [NH2:1][C:2]1[CH:7]=[C:6]([Br:8])[CH:5]=[C:4]([F:9])[C:3]=1[OH:10].[F:11][C:12]1[CH:20]=[C:19]([S:21]([CH3:24])(=[O:23])=[O:22])[CH:18]=[CH:17][C:13]=1[C:14](O)=O.[OH-].[Na+], predict the reaction product. The product is: [Br:8][C:6]1[CH:5]=[C:4]([F:9])[C:3]2[O:10][C:14]([C:13]3[CH:17]=[CH:18][C:19]([S:21]([CH3:24])(=[O:22])=[O:23])=[CH:20][C:12]=3[F:11])=[N:1][C:2]=2[CH:7]=1. (8) Given the reactants [C:1]([N:5]1[CH2:10][CH2:9][CH:8]([NH:11][NH:12]C(OC(C)(C)C)=O)[CH2:7][CH2:6]1)([CH3:4])([CH3:3])[CH3:2].[ClH:20].CCOC(C)=O, predict the reaction product. The product is: [ClH:20].[C:1]([N:5]1[CH2:6][CH2:7][CH:8]([NH:11][NH2:12])[CH2:9][CH2:10]1)([CH3:4])([CH3:2])[CH3:3]. (9) The product is: [O:13]=[C:12]1[C:11]2[C:10](=[CH:18][CH:17]=[CH:16][CH:15]=2)[C:9](=[O:14])[N:7]1[CH2:6][C:2]([F:8])([F:1])[C:3]([OH:5])=[O:4]. Given the reactants [F:1][C:2]([F:8])([CH2:6][NH2:7])[C:3]([OH:5])=[O:4].[C:9]1(=O)[O:14][C:12](=[O:13])[C:11]2=[CH:15][CH:16]=[CH:17][CH:18]=[C:10]12.C(N(CC)CC)C.O, predict the reaction product.